From a dataset of NCI-60 drug combinations with 297,098 pairs across 59 cell lines. Regression. Given two drug SMILES strings and cell line genomic features, predict the synergy score measuring deviation from expected non-interaction effect. (1) Cell line: HOP-92. Drug 2: CC(CN1CC(=O)NC(=O)C1)N2CC(=O)NC(=O)C2. Synergy scores: CSS=31.2, Synergy_ZIP=-6.05, Synergy_Bliss=0.699, Synergy_Loewe=-7.68, Synergy_HSA=5.22. Drug 1: COC1=C(C=C2C(=C1)N=CN=C2NC3=CC(=C(C=C3)F)Cl)OCCCN4CCOCC4. (2) Drug 1: CC1=C(C=C(C=C1)NC(=O)C2=CC=C(C=C2)CN3CCN(CC3)C)NC4=NC=CC(=N4)C5=CN=CC=C5. Drug 2: CN(CCCl)CCCl.Cl. Cell line: A498. Synergy scores: CSS=13.9, Synergy_ZIP=-6.94, Synergy_Bliss=-2.50, Synergy_Loewe=-5.79, Synergy_HSA=-2.16. (3) Drug 1: CC(C)(C#N)C1=CC(=CC(=C1)CN2C=NC=N2)C(C)(C)C#N. Drug 2: C1C(C(OC1N2C=NC3=C2NC=NCC3O)CO)O. Cell line: SR. Synergy scores: CSS=1.42, Synergy_ZIP=6.15, Synergy_Bliss=7.42, Synergy_Loewe=2.95, Synergy_HSA=0.0166.